The task is: Predict the reaction yield, written as a fraction of the theoretical maximum amount of product (1.0 means a 100% yield; for example, 0.34 means a 34% yield).. This data is from Reaction yield outcomes from USPTO patents with 853,638 reactions. (1) The reactants are [CH:1]([C@H:14]1[CH2:19][C@@H:18]([NH2:20])[CH2:17][CH2:16][O:15]1)([C:8]1[CH:13]=[CH:12][CH:11]=[CH:10][CH:9]=1)[C:2]1[CH:7]=[CH:6][CH:5]=[CH:4][CH:3]=1.[F:21][C:22]1[CH:29]=[CH:28][C:25]([CH:26]=O)=[CH:24][CH:23]=1.C(O)(=O)C.[BH3-]C#N.[Na+].C([O-])(O)=O.[Na+]. The catalyst is ClCCCl.CO.O. The product is [CH:1]([C@H:14]1[CH2:19][C@@H:18]([NH:20][CH2:26][C:25]2[CH:28]=[CH:29][C:22]([F:21])=[CH:23][CH:24]=2)[CH2:17][CH2:16][O:15]1)([C:8]1[CH:13]=[CH:12][CH:11]=[CH:10][CH:9]=1)[C:2]1[CH:3]=[CH:4][CH:5]=[CH:6][CH:7]=1. The yield is 0.726. (2) The reactants are [Mg].BrCCBr.Br[CH2:7][CH2:8][CH2:9][CH2:10][CH:11]=[CH2:12].[CH:13]1[C:22]2[C:17](=[CH:18][CH:19]=[CH:20][CH:21]=2)[CH:16]=[CH:15][C:14]=1[CH:23]=[O:24]. The catalyst is C1COCC1. The product is [CH:13]1[C:22]2[C:17](=[CH:18][CH:19]=[CH:20][CH:21]=2)[CH:16]=[CH:15][C:14]=1[CH:23]([OH:24])[CH2:12][CH2:11][CH2:10][CH2:9][CH:8]=[CH2:7]. The yield is 0.890. (3) The reactants are [Cl:1][C:2]1[C:7]([CH3:8])=[CH:6][CH:5]=[CH:4][N:3]=1.[Br:9]N1C(=O)CCC1=O. The catalyst is C1C=CC=CC=1.C(OOC(=O)C1C=CC=CC=1)(=O)C1C=CC=CC=1. The product is [Br:9][CH2:8][C:7]1[C:2]([Cl:1])=[N:3][CH:4]=[CH:5][CH:6]=1. The yield is 0.510.